The task is: Predict the reactants needed to synthesize the given product.. This data is from Full USPTO retrosynthesis dataset with 1.9M reactions from patents (1976-2016). (1) Given the product [N:8]1[CH:9]=[CH:10][C:5]([C:3]2[N:20]=[C:18]([NH:17][C:12]3[N:13]=[CH:14][CH:15]=[CH:16][N:11]=3)[S:19][CH:2]=2)=[CH:6][CH:7]=1, predict the reactants needed to synthesize it. The reactants are: Br[CH2:2][C:3]([C:5]1[CH:10]=[CH:9][N:8]=[CH:7][CH:6]=1)=O.[N:11]1[CH:16]=[CH:15][CH:14]=[N:13][C:12]=1[NH:17][C:18]([NH2:20])=[S:19]. (2) Given the product [F:1][C:2]1[CH:11]=[CH:10][C:9]([CH2:12][C:13]2[C:14]3[N:23]=[CH:22][CH:21]=[CH:20][C:15]=3[C:16](=[O:19])[NH:17][N:18]=2)=[CH:8][C:3]=1[C:4]([NH2:24])=[O:5], predict the reactants needed to synthesize it. The reactants are: [F:1][C:2]1[CH:11]=[CH:10][C:9]([CH2:12][C:13]2[C:14]3[N:23]=[CH:22][CH:21]=[CH:20][C:15]=3[C:16](=[O:19])[NH:17][N:18]=2)=[CH:8][C:3]=1[C:4](OC)=[O:5].[NH3:24]. (3) Given the product [Cl:1][C:2]1[CH:31]=[CH:30][C:5]([C:6]([NH:8][C:9]2[CH:14]=[CH:13][C:12]([C@@H:15]([NH:17][C:18]3[C:27]4[C:22](=[CH:23][C:24]([I:28])=[CH:25][CH:26]=4)[N:21]=[C:20]([N:34]([CH3:35])[CH3:33])[N:19]=3)[CH3:16])=[CH:11][CH:10]=2)=[O:7])=[CH:4][N:3]=1, predict the reactants needed to synthesize it. The reactants are: [Cl:1][C:2]1[CH:31]=[CH:30][C:5]([C:6]([NH:8][C:9]2[CH:14]=[CH:13][C:12]([C@@H:15]([NH:17][C:18]3[C:27]4[C:22](=[CH:23][C:24]([I:28])=[CH:25][CH:26]=4)[N:21]=[C:20](Cl)[N:19]=3)[CH3:16])=[CH:11][CH:10]=2)=[O:7])=[CH:4][N:3]=1.Cl.[CH3:33][NH:34][CH3:35]. (4) The reactants are: CO[C:3](=[O:12])[C:4]1[CH:9]=[CH:8][CH:7]=[CH:6][C:5]=1[CH2:10]Br.[CH3:13][O:14][C:15]1[CH:16]=[C:17]([CH2:21][CH2:22][CH2:23][NH2:24])[CH:18]=[CH:19][CH:20]=1.C([O-])([O-])=O.[K+].[K+].C(OCC)(=O)C. Given the product [CH3:13][O:14][C:15]1[CH:16]=[C:17]([CH2:21][CH2:22][CH2:23][N:24]2[CH2:10][C:5]3[C:4](=[CH:9][CH:8]=[CH:7][CH:6]=3)[C:3]2=[O:12])[CH:18]=[CH:19][CH:20]=1, predict the reactants needed to synthesize it. (5) Given the product [F:24][C:17]1[CH:16]=[CH:15][C:14]([NH:13][C:3]2[NH:8][C:7](=[O:9])[CH:6]=[C:5]([CH2:10][CH2:11][CH3:12])[N:4]=2)=[CH:19][C:18]=1[C:20]([F:21])([F:22])[F:23], predict the reactants needed to synthesize it. The reactants are: CS[C:3]1[NH:8][C:7](=[O:9])[CH:6]=[C:5]([CH2:10][CH2:11][CH3:12])[N:4]=1.[NH2:13][C:14]1[CH:15]=[CH:16][C:17]([F:24])=[C:18]([C:20]([F:23])([F:22])[F:21])[CH:19]=1. (6) Given the product [Cl:1][C:2]1[CH:9]=[CH:8][C:5]([C:6]#[N:7])=[C:4]([C:10]2[C:15]([O:16][CH:17]([F:18])[F:19])=[CH:14][N:13]([CH2:22][C:23]([O:25][C:26]([CH3:29])([CH3:28])[CH3:27])=[O:24])[C:12](=[O:20])[CH:11]=2)[CH:3]=1, predict the reactants needed to synthesize it. The reactants are: [Cl:1][C:2]1[CH:9]=[CH:8][C:5]([C:6]#[N:7])=[C:4]([C:10]2[C:15]([O:16][CH:17]([F:19])[F:18])=[CH:14][NH:13][C:12](=[O:20])[CH:11]=2)[CH:3]=1.Br[CH2:22][C:23]([O:25][C:26]([CH3:29])([CH3:28])[CH3:27])=[O:24]. (7) Given the product [Br:1][C:2]1[CH:3]=[N:4][CH:5]=[C:6]([CH:10]=1)[C:7]([Cl:18])=[O:8], predict the reactants needed to synthesize it. The reactants are: [Br:1][C:2]1[CH:3]=[N:4][CH:5]=[C:6]([CH:10]=1)[C:7](O)=[O:8].CN(C=O)C.S(Cl)([Cl:18])=O. (8) The reactants are: [CH2:1]([O:8][C:9]1[CH:10]=[CH:11][CH:12]=[C:13]2[C:17]=1[NH:16][CH:15]=[C:14]2[CH2:18][C:19]#N)[C:2]1[CH:7]=[CH:6][CH:5]=[CH:4][CH:3]=1.[OH-:21].[Na+].C[OH:24]. Given the product [CH2:1]([O:8][C:9]1[CH:10]=[CH:11][CH:12]=[C:13]2[C:17]=1[NH:16][CH:15]=[C:14]2[CH2:18][C:19]([OH:24])=[O:21])[C:2]1[CH:7]=[CH:6][CH:5]=[CH:4][CH:3]=1, predict the reactants needed to synthesize it.